Dataset: Catalyst prediction with 721,799 reactions and 888 catalyst types from USPTO. Task: Predict which catalyst facilitates the given reaction. (1) Reactant: [Cl:1][C:2]1[C:7]([CH:8](Cl)[CH3:9])=[C:6]([O:11][CH3:12])[CH:5]=[CH:4][C:3]=1[F:13].[C-:14]#[N:15].[Na+]. Product: [Cl:1][C:2]1[C:3]([F:13])=[CH:4][CH:5]=[C:6]([O:11][CH3:12])[C:7]=1[CH:8]([CH3:9])[C:14]#[N:15]. The catalyst class is: 3. (2) Reactant: [OH:1][CH2:2][CH2:3][CH2:4][C:5]1[C:13]2[C:8](=[CH:9][CH:10]=[C:11]([C:14]([O:16]C)=[O:15])[CH:12]=2)[NH:7][CH:6]=1.[OH-].[K+].Cl. Product: [OH:1][CH2:2][CH2:3][CH2:4][C:5]1[C:13]2[C:8](=[CH:9][CH:10]=[C:11]([C:14]([OH:16])=[O:15])[CH:12]=2)[NH:7][CH:6]=1. The catalyst class is: 8. (3) Reactant: [NH2:1][C:2]1[N:3]=[CH:4][C:5]([C:18]2[CH:39]=[CH:38][C:21]([C:22]([N:24]3[CH2:30][CH2:29][CH2:28][N:27](C(OC(C)(C)C)=O)[CH2:26][CH2:25]3)=[O:23])=[CH:20][CH:19]=2)=[N:6][C:7]=1[C:8]1[NH:12][C:11]2[CH:13]=[C:14]([CH3:17])[CH:15]=[CH:16][C:10]=2[N:9]=1.C(O)(C(F)(F)F)=O. Product: [NH2:1][C:2]1[N:3]=[CH:4][C:5]([C:18]2[CH:39]=[CH:38][C:21]([C:22]([N:24]3[CH2:30][CH2:29][CH2:28][NH:27][CH2:26][CH2:25]3)=[O:23])=[CH:20][CH:19]=2)=[N:6][C:7]=1[C:8]1[NH:12][C:11]2[CH:13]=[C:14]([CH3:17])[CH:15]=[CH:16][C:10]=2[N:9]=1. The catalyst class is: 2. (4) Reactant: Br[C:2]1[CH:3]=[C:4]2[N:10]([C:11]3[C:20]4[C:15](=[CH:16][C:17]([F:21])=[CH:18][CH:19]=4)[N:14]=[C:13]([C:22]4[CH:27]=[CH:26][CH:25]=[CH:24][N:23]=4)[C:12]=3[CH3:28])[CH2:9][C:8]([CH3:30])([CH3:29])[C:5]2=[N:6][CH:7]=1.CC(C1C=C(C(C)C)C(C2C=CC=CC=2P(C2CCCCC2)C2CCCCC2)=C(C(C)C)C=1)C.[NH:65]1[CH2:70][CH2:69][O:68][CH2:67][CH2:66]1.CC(C)([O-])C.[Na+]. Product: [CH3:29][C:8]1([CH3:30])[C:5]2=[N:6][CH:7]=[C:2]([N:65]3[CH2:70][CH2:69][O:68][CH2:67][CH2:66]3)[CH:3]=[C:4]2[N:10]([C:11]2[C:20]3[C:15](=[CH:16][C:17]([F:21])=[CH:18][CH:19]=3)[N:14]=[C:13]([C:22]3[CH:27]=[CH:26][CH:25]=[CH:24][N:23]=3)[C:12]=2[CH3:28])[CH2:9]1. The catalyst class is: 101. (5) Reactant: [CH:1]([O:4][C:5]1[N:10]=[C:9]([C:11]2[CH:12]=[C:13]3[C:17](=[CH:18][CH:19]=2)[NH:16][CH:15]=[C:14]3[C:20]2[O:24][C:23](=[O:25])[NH:22][N:21]=2)[CH:8]=[N:7][CH:6]=1)([CH3:3])[CH3:2].Br[CH:27]([CH3:29])[CH3:28].[H-].[Na+]. Product: [CH:1]([O:4][C:5]1[N:10]=[C:9]([C:11]2[CH:12]=[C:13]3[C:17](=[CH:18][CH:19]=2)[NH:16][CH:15]=[C:14]3[C:20]2[O:24][C:23](=[O:25])[N:22]([CH:27]([CH3:29])[CH3:28])[N:21]=2)[CH:8]=[N:7][CH:6]=1)([CH3:3])[CH3:2]. The catalyst class is: 3. (6) Reactant: [NH2:1][S:2]([C:5]1[CH:10]=[CH:9][C:8](B(O)O)=[CH:7][CH:6]=1)(=[O:4])=[O:3].C(=O)([O-])[O-].[K+].[K+].Br[C:21]1[CH:22]=[C:23]([C:29]2[S:33][C:32]([C:34]([O:36][CH3:37])=[O:35])=[C:31]([CH3:38])[C:30]=2[CH3:39])[CH:24]=[CH:25][C:26]=1[O:27][CH3:28].C(O)C. Product: [CH3:28][O:27][C:26]1[C:25]([C:8]2[CH:9]=[CH:10][C:5]([S:2](=[O:4])(=[O:3])[NH2:1])=[CH:6][CH:7]=2)=[CH:24][C:23]([C:29]2[S:33][C:32]([C:34]([O:36][CH3:37])=[O:35])=[C:31]([CH3:38])[C:30]=2[CH3:39])=[CH:22][CH:21]=1. The catalyst class is: 11.